From a dataset of Reaction yield outcomes from USPTO patents with 853,638 reactions. Predict the reaction yield, written as a fraction of the theoretical maximum amount of product (1.0 means a 100% yield; for example, 0.34 means a 34% yield). (1) The reactants are [NH2:1][C:2]1[N:7]=[CH:6][N:5]=[C:4]2[N:8]([CH2:12][C:13]3[O:14][C:15](=[O:29])[C:16]4[C:21]([C:22]=3[C:23]3[CH:28]=[CH:27][CH:26]=[CH:25][CH:24]=3)=[CH:20][CH:19]=[CH:18][CH:17]=4)[N:9]=[C:10](I)[C:3]=12.[F:30][C:31]1[CH:32]=[C:33](B(O)O)[CH:34]=[C:35]([OH:37])[CH:36]=1.C([O-])([O-])=O.[Cs+].[Cs+]. The catalyst is CN(C=O)C.C1C=CC([P]([Pd]([P](C2C=CC=CC=2)(C2C=CC=CC=2)C2C=CC=CC=2)([P](C2C=CC=CC=2)(C2C=CC=CC=2)C2C=CC=CC=2)[P](C2C=CC=CC=2)(C2C=CC=CC=2)C2C=CC=CC=2)(C2C=CC=CC=2)C2C=CC=CC=2)=CC=1. The product is [NH2:1][C:2]1[N:7]=[CH:6][N:5]=[C:4]2[N:8]([CH2:12][C:13]3[O:14][C:15](=[O:29])[C:16]4[C:21]([C:22]=3[C:23]3[CH:28]=[CH:27][CH:26]=[CH:25][CH:24]=3)=[CH:20][CH:19]=[CH:18][CH:17]=4)[N:9]=[C:10]([C:33]3[CH:34]=[C:35]([OH:37])[CH:36]=[C:31]([F:30])[CH:32]=3)[C:3]=12. The yield is 0.120. (2) The reactants are [CH:1]([N:4]1[CH2:9][CH2:8][N:7]([C:10]2[S:11][C:12]3[CH:18]=[C:17]([CH:19]=O)C=C[C:13]=3[N:14]=2)[CH2:6][CH2:5]1)([CH3:3])[CH3:2].[CH3:21][C:22](O)=O.N1[CH2:30][CH2:29][NH:28][CH2:27][CH2:26]1.[BH3-][C:32]#N.[Na+]. The catalyst is C1COCC1. The product is [CH:1]([N:4]1[CH2:5][CH2:6][N:7]([C:10]2[S:11][C:12]3[CH:18]=[C:17]([N:28]4[CH2:29][CH2:30][CH2:32][CH2:26][CH2:27]4)[CH:19]=[C:22]([CH3:21])[C:13]=3[N:14]=2)[CH2:8][CH2:9]1)([CH3:2])[CH3:3]. The yield is 0.260. (3) The reactants are [CH2:1]([O:3][C:4]([CH:6]1[CH2:10][CH2:9][CH:8]([OH:11])[CH2:7]1)=[O:5])[CH3:2].N1C(C)=CC=CC=1C.FC(F)(F)S(O[Si:26]([CH:33]([CH3:35])[CH3:34])([CH:30]([CH3:32])[CH3:31])[CH:27]([CH3:29])[CH3:28])(=O)=O. The catalyst is ClCCl. The product is [CH2:1]([O:3][C:4]([CH:6]1[CH2:10][CH2:9][CH:8]([O:11][Si:26]([CH:33]([CH3:35])[CH3:34])([CH:30]([CH3:32])[CH3:31])[CH:27]([CH3:29])[CH3:28])[CH2:7]1)=[O:5])[CH3:2]. The yield is 0.970. (4) The reactants are [CH3:1][O:2][C:3]1[CH:10]=[CH:9][CH:8]=[CH:7][C:4]=1[CH2:5][NH2:6].[CH3:11][Si:12]([CH2:15]Cl)([CH3:14])[CH3:13]. The catalyst is C(#N)C. The product is [CH3:1][O:2][C:3]1[CH:10]=[CH:9][CH:8]=[CH:7][C:4]=1[CH2:5][NH:6][CH2:11][Si:12]([CH3:15])([CH3:14])[CH3:13]. The yield is 1.00.